Dataset: Full USPTO retrosynthesis dataset with 1.9M reactions from patents (1976-2016). Task: Predict the reactants needed to synthesize the given product. (1) Given the product [ClH:46].[C:1]([NH:5][C:6]([C:8]1[C:12]2=[N:13][C:14]([C:17]3[CH:25]=[CH:24][CH:23]=[C:22]4[C:18]=3[CH:19]=[N:20][N:21]4[CH3:26])=[CH:15][N:16]=[C:11]2[NH:10][CH:9]=1)=[O:7])([CH3:4])([CH3:3])[CH3:2], predict the reactants needed to synthesize it. The reactants are: [C:1]([NH:5][C:6]([C:8]1[C:12]2=[N:13][C:14]([C:17]3[CH:25]=[CH:24][CH:23]=[C:22]4[C:18]=3[CH:19]=[N:20][N:21]4[CH3:26])=[CH:15][N:16]=[C:11]2[N:10](C(C2C=CC=CC=2)(C2C=CC=CC=2)C2C=CC=CC=2)[CH:9]=1)=[O:7])([CH3:4])([CH3:3])[CH3:2].[ClH:46]. (2) Given the product [CH3:14][C:3]1[CH:4]=[C:5]([CH:8]2[CH2:12][CH2:11][CH2:10][N:9]2[CH3:13])[CH:6]=[CH:7][C:2]=1[C:20]1[CH:21]=[CH:22][C:17]([CH:15]=[O:16])=[CH:18][CH:19]=1, predict the reactants needed to synthesize it. The reactants are: Br[C:2]1[CH:7]=[CH:6][C:5]([CH:8]2[CH2:12][CH2:11][CH2:10][N:9]2[CH3:13])=[CH:4][C:3]=1[CH3:14].[CH:15]([C:17]1[CH:22]=[CH:21][C:20](B(O)O)=[CH:19][CH:18]=1)=[O:16].C(=O)([O-])[O-].[Na+].[Na+]. (3) Given the product [Cl:1][C:2]1[C:3]([N:8]2[C:12]([C:13]([O:15][CH2:16][CH3:17])=[O:14])=[CH:11][C:10]([O:18][CH2:31][C:32]([F:35])([F:34])[F:33])=[N:9]2)=[N:4][CH:5]=[CH:6][CH:7]=1, predict the reactants needed to synthesize it. The reactants are: [Cl:1][C:2]1[C:3]([N:8]2[C:12]([C:13]([O:15][CH2:16][CH3:17])=[O:14])=[CH:11][C:10](=[O:18])[NH:9]2)=[N:4][CH:5]=[CH:6][CH:7]=1.C(=O)([O-])[O-].[K+].[K+].FC(F)(F)S(O[CH2:31][C:32]([F:35])([F:34])[F:33])(=O)=O.O. (4) Given the product [C:29]([CH2:28][CH:9]([C:6]1[CH:5]=[CH:4][C:3]([C:2]([F:15])([F:16])[F:1])=[CH:8][CH:7]=1)[C:10]([O:12][CH2:13][CH3:14])=[O:11])#[N:30], predict the reactants needed to synthesize it. The reactants are: [F:1][C:2]([F:16])([F:15])[C:3]1[CH:8]=[CH:7][C:6]([CH2:9][C:10]([O:12][CH2:13][CH3:14])=[O:11])=[CH:5][CH:4]=1.C[Si]([N-][Si](C)(C)C)(C)C.[Li+].Br[CH2:28][C:29]#[N:30]. (5) Given the product [Cl:20][C:21]1[CH:28]=[C:27]([N:4]2[CH2:5][CH2:6][NH:1][C:2](=[O:7])[CH2:3]2)[CH:26]=[CH:25][C:22]=1[C:23]#[N:24], predict the reactants needed to synthesize it. The reactants are: [NH:1]1[CH2:6][CH2:5][NH:4][CH2:3][C:2]1=[O:7].CN(C=O)C.C(N(CC)CC)C.[Cl:20][C:21]1[CH:28]=[C:27](F)[CH:26]=[CH:25][C:22]=1[C:23]#[N:24]. (6) The reactants are: [NH:1]1[C:9]2[C:4](=[CH:5][CH:6]=[C:7]3[O:13][CH2:12][CH2:11][CH2:10][C:8]3=2)[CH:3]=[C:2]1[C:14]([O:16]C)=[O:15].[O:18]1[C:30]2[C:22]([CH2:23][C:24]3[CH2:25][CH2:26][NH:27][C:28]=3[CH:29]=2)=[CH:21][CH:20]=[C:19]1[C:31]([O:33]C)=[O:32].[O:35]1[C:40]2[C:41]3[CH:42]=[CH:43][NH:44][C:45]=3[CH2:46][CH2:47][C:39]=2[CH:38]=[CH:37][CH:36]1[C:48]([O:50]C)=[O:49].C(OC(C)C)(C)C.C(OC(C)C)(C)C.CCCCCCC. Given the product [NH:1]1[C:9]2[C:4](=[CH:5][CH:6]=[C:7]3[O:13][CH2:12][CH2:11][CH2:10][C:8]3=2)[CH:3]=[C:2]1[C:14]([OH:16])=[O:15].[O:18]1[C:30]2[C:22]([CH2:23][C:24]3[CH2:25][CH2:26][NH:27][C:28]=3[CH:29]=2)=[CH:21][CH:20]=[C:19]1[C:31]([OH:33])=[O:32].[O:35]1[C:40]2[C:41]3[CH:42]=[CH:43][NH:44][C:45]=3[CH2:46][CH2:47][C:39]=2[CH:38]=[CH:37][CH:36]1[C:48]([OH:50])=[O:49], predict the reactants needed to synthesize it. (7) Given the product [OH:17][C:11]1([C:14]([OH:16])=[O:15])[CH2:12][CH2:13][NH:8][CH2:9][CH2:10]1, predict the reactants needed to synthesize it. The reactants are: C([N:8]1[CH2:13][CH2:12][C:11]([OH:17])([C:14]([OH:16])=[O:15])[CH2:10][CH2:9]1)C1C=CC=CC=1. (8) Given the product [CH3:1][N:2]([CH3:14])[C:3]1[CH:13]=[CH:12][C:6]2[S:7][C:8]([CH:10]=[O:11])=[CH:9][C:5]=2[CH:4]=1, predict the reactants needed to synthesize it. The reactants are: [CH3:1][N:2]([CH3:14])[C:3]1[CH:13]=[CH:12][C:6]2[S:7][C:8]([CH2:10][OH:11])=[CH:9][C:5]=2[CH:4]=1.C(N(CC)CC)C.C1C=CN=CC=1.O=S(=O)=O.O. (9) Given the product [CH:17]([C:13]1[CH:12]=[C:11]([C:9]2[CH:10]=[C:5]([CH:6]=[C:7]([C:23]3[CH:28]=[CH:27][CH:26]=[C:25]([CH:29]=[O:30])[CH:24]=3)[C:8]=2[O:19][CH2:20][O:21][CH3:22])[C:4]([OH:31])=[O:3])[CH:16]=[CH:15][CH:14]=1)=[O:18], predict the reactants needed to synthesize it. The reactants are: C([O:3][C:4](=[O:31])[C:5]1[CH:10]=[C:9]([C:11]2[CH:16]=[CH:15][CH:14]=[C:13]([CH:17]=[O:18])[CH:12]=2)[C:8]([O:19][CH2:20][O:21][CH3:22])=[C:7]([C:23]2[CH:28]=[CH:27][CH:26]=[C:25]([CH:29]=[O:30])[CH:24]=2)[CH:6]=1)C.CO.[OH-].[K+].